This data is from Full USPTO retrosynthesis dataset with 1.9M reactions from patents (1976-2016). The task is: Predict the reactants needed to synthesize the given product. (1) Given the product [O:29]=[S:30]1(=[O:37])[CH2:27][CH2:28][C:10](=[C:9]([C:13]2[S:12][CH:11]=[C:25]([CH3:26])[N:14]=2)[C:7]#[N:8])[CH2:32][CH2:31]1, predict the reactants needed to synthesize it. The reactants are: C1(C2[N:8]=[C:7]([C:9]3[C:10]4[CH2:28][CH2:27][CH2:26][CH2:25][C:11]=4[S:12][C:13]=3[NH:14]C(N3CCC[C@@H]3C(O)=O)=O)ON=2)CC1.[O:29]=[S:30]1(=[O:37])CCC(=O)[CH2:32][CH2:31]1.CC1N=C(CC#N)SC=1. (2) Given the product [OH:43][CH2:42][C:36]1[CH:35]=[C:34]([NH:33][CH:26]([C:27]2[CH:32]=[CH:31][CH:30]=[CH:29][CH:28]=2)[C:8]([C:10]2[C:18]3[C:13](=[CH:14][CH:15]=[CH:16][CH:17]=3)[NH:12][CH:11]=2)=[O:9])[CH:39]=[C:38]([O:40][CH3:41])[CH:37]=1, predict the reactants needed to synthesize it. The reactants are: C(N(CC)CC)C.[CH:8]([C:10]1[C:18]2[C:13](=[CH:14][CH:15]=[CH:16][CH:17]=2)[N:12](C(OC(C)(C)C)=O)[CH:11]=1)=[O:9].[CH:26](=[N:33][C:34]1[CH:35]=[C:36]([CH2:42][OH:43])[CH:37]=[C:38]([O:40][CH3:41])[CH:39]=1)[C:27]1[CH:32]=[CH:31][CH:30]=[CH:29][CH:28]=1. (3) The reactants are: [Cl:1][C:2]1[C:3]2[NH:10][CH:9]=[CH:8][C:4]=2[N:5]=[CH:6][N:7]=1.Cl[CH2:12][C:13]#[C:14][CH2:15][NH:16][C:17](=[O:23])[O:18][C:19]([CH3:22])([CH3:21])[CH3:20].C(=O)([O-])[O-].[Cs+].[Cs+].CN(C)C=O. Given the product [Cl:1][C:2]1[C:3]2[N:10]([CH2:12][C:13]#[C:14][CH2:15][NH:16][C:17](=[O:23])[O:18][C:19]([CH3:22])([CH3:21])[CH3:20])[CH:9]=[CH:8][C:4]=2[N:5]=[CH:6][N:7]=1, predict the reactants needed to synthesize it. (4) Given the product [Br:1][C:2]1[C:11]([O:12][Si:23]([C:19]([CH3:22])([CH3:21])[CH3:20])([CH3:25])[CH3:24])=[C:10]2[C:5]([CH:6]=[CH:7][C:8]([CH3:13])=[N:9]2)=[CH:4][CH:3]=1, predict the reactants needed to synthesize it. The reactants are: [Br:1][C:2]1[C:11]([OH:12])=[C:10]2[C:5]([CH:6]=[CH:7][C:8]([CH3:13])=[N:9]2)=[CH:4][CH:3]=1.N1C=CN=C1.[C:19]([Si:23](Cl)([CH3:25])[CH3:24])([CH3:22])([CH3:21])[CH3:20]. (5) The reactants are: [CH3:1][O:2][C:3]1[CH:10]=[CH:9][C:6]([CH:7]=O)=[CH:5][CH:4]=1.[CH:11]1([NH2:15])[CH2:14][CH2:13][CH2:12]1.[O-]S([O-])(=O)=O.[Na+].[Na+].[BH4-].[Na+]. Given the product [CH3:1][O:2][C:3]1[CH:10]=[CH:9][C:6]([CH2:7][NH:15][CH:11]2[CH2:14][CH2:13][CH2:12]2)=[CH:5][CH:4]=1, predict the reactants needed to synthesize it. (6) Given the product [Cl:37][C:25]1[C:26]([C:28]2[C:36]3[C:31](=[CH:32][CH:33]=[CH:34][CH:35]=3)[NH:30][CH:29]=2)=[N:27][C:22]([NH:21][C@@H:17]2[CH2:18][CH2:19][CH2:20][C@H:15]([NH:14][C:12](=[O:13])[C:11]3[CH:38]=[CH:39][C:8]([NH:7][C:5](=[O:6])/[CH:4]=[CH:3]/[CH2:2][OH:55])=[CH:9][CH:10]=3)[CH2:16]2)=[N:23][CH:24]=1, predict the reactants needed to synthesize it. The reactants are: Br[CH2:2]/[CH:3]=[CH:4]/[C:5]([NH:7][C:8]1[CH:39]=[CH:38][C:11]([C:12]([NH:14][C@H:15]2[CH2:20][CH2:19][CH2:18][C@@H:17]([NH:21][C:22]3[N:27]=[C:26]([C:28]4[C:36]5[C:31](=[CH:32][CH:33]=[CH:34][CH:35]=5)[NH:30][CH:29]=4)[C:25]([Cl:37])=[CH:24][N:23]=3)[CH2:16]2)=[O:13])=[CH:10][CH:9]=1)=[O:6].CCN(C(C)C)C(C)C.CN1C(=[O:55])CCC1.O.